Dataset: Full USPTO retrosynthesis dataset with 1.9M reactions from patents (1976-2016). Task: Predict the reactants needed to synthesize the given product. (1) Given the product [F:52][C:49]1[CH:50]=[C:51]([C:33]2[CH:32]=[CH:31][C:30]([C:3]3[C:4]([F:29])=[CH:5][C:6]4[NH:7][C:8]([O:11][C@H:12]5[C@H:16]6[O:17][CH2:18][C@@H:19]([OH:20])[C@H:15]6[O:14][CH2:13]5)=[N:9][C:10]=4[C:2]=3[F:1])=[CH:35][CH:34]=2)[CH:46]=[CH:47][C:48]=1[F:53], predict the reactants needed to synthesize it. The reactants are: [F:1][C:2]1[C:10]2[N:9]=[C:8]([O:11][C@H:12]3[C@H:16]4[O:17][CH2:18][C@@H:19]([OH:20])[C@H:15]4[O:14][CH2:13]3)[N:7](COCC[Si](C)(C)C)[C:6]=2[CH:5]=[C:4]([F:29])[C:3]=1[C:30]1[CH:35]=[CH:34][C:33](B2OC(C)(C)C(C)(C)O2)=[CH:32][CH:31]=1.Br[C:46]1[CH:51]=[CH:50][C:49]([F:52])=[C:48]([F:53])[CH:47]=1.P([O-])([O-])([O-])=O.[K+].[K+].[K+]. (2) Given the product [NH:1]1[C:9]2[C:4](=[CH:5][CH:6]=[CH:7][CH:8]=2)[C:3]([C:10]([CH3:14])([CH3:13])[CH2:11][NH2:12])=[CH:2]1, predict the reactants needed to synthesize it. The reactants are: [NH:1]1[C:9]2[C:4](=[CH:5][CH:6]=[CH:7][CH:8]=2)[C:3]([C:10]([CH3:14])([CH3:13])[C:11]#[N:12])=[CH:2]1.[H-].[Al+3].[Li+].[H-].[H-].[H-]. (3) Given the product [CH2:1]([O:3][C:4]([C:6]1[C:7]([CH3:22])=[N:8][N:9]([C:12]2[CH:17]=[C:16]([C:18](=[O:20])[NH:31][CH:30]3[CH2:28][CH2:29]3)[CH:15]=[CH:14][C:13]=2[CH3:21])[C:10]=1[NH2:11])=[O:5])[CH3:2], predict the reactants needed to synthesize it. The reactants are: [CH2:1]([O:3][C:4]([C:6]1[C:7]([CH3:22])=[N:8][N:9]([C:12]2[CH:17]=[C:16]([C:18]([OH:20])=O)[CH:15]=[CH:14][C:13]=2[CH3:21])[C:10]=1[NH2:11])=[O:5])[CH3:2].CCN=C=N[CH2:28][CH2:29][CH2:30][N:31](C)C.C1C=CC2N(O)N=NC=2C=1.C(N(C(C)C)CC)(C)C.C1(N)CC1. (4) Given the product [CH3:14][CH:15]1[CH2:20][CH2:19][CH2:18][CH2:17][N:16]1[C:6]1[C:7]2[C:12](=[CH:11][CH:10]=[CH:9][CH:8]=2)[C:3]([C:1]#[N:2])=[CH:4][CH:5]=1, predict the reactants needed to synthesize it. The reactants are: [C:1]([C:3]1[C:12]2[C:7](=[CH:8][CH:9]=[CH:10][CH:11]=2)[C:6](F)=[CH:5][CH:4]=1)#[N:2].[CH3:14][CH:15]1[CH2:20][CH2:19][CH2:18][CH2:17][NH:16]1.C1CCN2C(=NCCC2)CC1.